From a dataset of NCI-60 drug combinations with 297,098 pairs across 59 cell lines. Regression. Given two drug SMILES strings and cell line genomic features, predict the synergy score measuring deviation from expected non-interaction effect. Cell line: HCC-2998. Drug 2: C1=CC(=CC=C1CCC2=CNC3=C2C(=O)NC(=N3)N)C(=O)NC(CCC(=O)O)C(=O)O. Drug 1: C1CCN(CC1)CCOC2=CC=C(C=C2)C(=O)C3=C(SC4=C3C=CC(=C4)O)C5=CC=C(C=C5)O. Synergy scores: CSS=31.4, Synergy_ZIP=3.49, Synergy_Bliss=2.74, Synergy_Loewe=-9.39, Synergy_HSA=1.01.